Dataset: Experimentally validated miRNA-target interactions with 360,000+ pairs, plus equal number of negative samples. Task: Binary Classification. Given a miRNA mature sequence and a target amino acid sequence, predict their likelihood of interaction. The miRNA is hsa-miR-8062 with sequence CAGUGAUUUGAGGAUUAUUGC. The protein sequence of the target gene is MARDLVMFRDVAVDFSQEEWECLNSYQRNLYRDVILENYSNLVSLAGCSISKPDVITLLEQGKEPWMVVRDEKRRWTLDLESRYDTKKLFQGKDIYEMNLSQWKVMERIKSCGLEEQESPHEVCFRQVTKTTSEKMPTYRKLTSLPLYQKSHNREKPYECGECGKAFRVRQQLTFHQRIHTGEKPYECKECGKAFRQCAHLSRHQRIHTSDKLYECKKCGKIFTCGSDLRVHQRIHIGEKPYECKECGKAFRVRGQLNLHQRIHTGEKPYECKECGKAFRQYAHLTRHQRLNIAEKCYEC.... Result: 0 (no interaction).